Dataset: Catalyst prediction with 721,799 reactions and 888 catalyst types from USPTO. Task: Predict which catalyst facilitates the given reaction. (1) Reactant: Cl[C:2]1[C:11]2[C:6](=[CH:7][C:8]([S:12]([O:15][C:16]3[C:21]([F:22])=[C:20]([F:23])[C:19]([F:24])=[C:18]([F:25])[C:17]=3[F:26])(=[O:14])=[O:13])=[CH:9][CH:10]=2)[CH:5]=[CH:4][N:3]=1.[Br:27][C:28]1[C:33]([Cl:34])=[CH:32][C:31](B2OC(C)(C)C(C)(C)O2)=[C:30]([O:44][CH3:45])[CH:29]=1. Product: [Br:27][C:28]1[C:33]([Cl:34])=[CH:32][C:31]([C:2]2[C:11]3[C:6](=[CH:7][C:8]([S:12]([O:15][C:16]4[C:17]([F:26])=[C:18]([F:25])[C:19]([F:24])=[C:20]([F:23])[C:21]=4[F:22])(=[O:13])=[O:14])=[CH:9][CH:10]=3)[CH:5]=[CH:4][N:3]=2)=[C:30]([O:44][CH3:45])[CH:29]=1. The catalyst class is: 73. (2) Reactant: Cl[C:2](OC1C=CC([N+]([O-])=O)=CC=1)=[O:3].[CH2:14]([O:21][C:22]1[C:27]([CH3:28])=[CH:26][C:25]([CH2:29][C@@H:30]([OH:35])[C:31]([O:33][CH3:34])=[O:32])=[CH:24][C:23]=1[CH3:36])[C:15]1[CH:20]=[CH:19][CH:18]=[CH:17][CH:16]=1.[NH:37]1[CH2:42][CH2:41][CH:40]([N:43]2[CH2:49][CH2:48][C:47]3[CH:50]=[CH:51][CH:52]=[CH:53][C:46]=3[NH:45][C:44]2=[O:54])[CH2:39][CH2:38]1. Product: [O:54]=[C:44]1[N:43]([CH:40]2[CH2:39][CH2:38][N:37]([C:2]([O:35][C@@H:30]([C:31]([O:33][CH3:34])=[O:32])[CH2:29][C:25]3[CH:24]=[C:23]([CH3:36])[C:22]([O:21][CH2:14][C:15]4[CH:20]=[CH:19][CH:18]=[CH:17][CH:16]=4)=[C:27]([CH3:28])[CH:26]=3)=[O:3])[CH2:42][CH2:41]2)[CH2:49][CH2:48][C:47]2[CH:50]=[CH:51][CH:52]=[CH:53][C:46]=2[NH:45]1. The catalyst class is: 341. (3) Reactant: [Cl:1][C:2]1[CH:10]=[CH:9][C:5]([C:6](Cl)=[O:7])=[CH:4][CH:3]=1.[NH2:11][C:12]1[CH:13]=[C:14]([C:18]2[C:22]([Br:23])=[CH:21][N:20]([CH3:24])[N:19]=2)[CH:15]=[CH:16][CH:17]=1.C(N(CC)CC)C. Product: [Br:23][C:22]1[C:18]([C:14]2[CH:13]=[C:12]([NH:11][C:6]([C:5]3[CH:9]=[CH:10][C:2]([Cl:1])=[CH:3][CH:4]=3)=[O:7])[CH:17]=[CH:16][CH:15]=2)=[N:19][N:20]([CH3:24])[CH:21]=1. The catalyst class is: 2.